This data is from Catalyst prediction with 721,799 reactions and 888 catalyst types from USPTO. The task is: Predict which catalyst facilitates the given reaction. Product: [F:23][C:24]1[CH:25]=[CH:26][C:27]([N:30]2[C:33](=[O:34])[C@H:32]([S:35][CH2:36][CH:37]([C:39]3[CH:40]=[CH:41][C:42]([F:45])=[CH:43][CH:44]=3)[OH:38])[C@H:31]2[C:46]2[CH:47]=[CH:48][C:49]([O:50][CH2:51][C:52]([NH:54][CH2:55][C:56]([N:62]([CH2:61][C:10]3[CH:11]=[CH:12][CH:13]=[CH:14][CH:15]=3)[CH2:71][C:70]([OH:73])=[O:72])=[O:58])=[O:53])=[CH:59][CH:60]=2)=[CH:28][CH:29]=1. The catalyst class is: 121. Reactant: CN(C(ON1N=N[C:11]2[CH:12]=[CH:13][CH:14]=[CH:15][C:10]1=2)=[N+](C)C)C.[B-](F)(F)(F)F.[F:23][C:24]1[CH:29]=[CH:28][C:27]([N:30]2[C:33](=[O:34])[C@H:32]([S:35][CH2:36][C:37]([C:39]3[CH:44]=[CH:43][C:42]([F:45])=[CH:41][CH:40]=3)=[O:38])[C@H:31]2[C:46]2[CH:60]=[CH:59][C:49]([O:50][CH2:51][C:52]([NH:54][CH2:55][C:56]([OH:58])=O)=[O:53])=[CH:48][CH:47]=2)=[CH:26][CH:25]=1.[CH3:61][N:62]1CCOCC1.[BH4-].[Na+].[C:70]([O-:73])(=[O:72])[CH3:71].[NH4+].